Predict the reaction yield, written as a fraction of the theoretical maximum amount of product (1.0 means a 100% yield; for example, 0.34 means a 34% yield). From a dataset of Reaction yield outcomes from USPTO patents with 853,638 reactions. (1) The reactants are Br[C:2]1[CH:7]=[CH:6][C:5]([Cl:8])=[C:4]([CH:9]([F:11])[CH3:10])[CH:3]=1.C([Li])CCC.C(O[B:21]1[O:25][C:24]([CH3:27])([CH3:26])[C:23]([CH3:29])([CH3:28])[O:22]1)(C)C.Cl. The catalyst is C(OCC)C.O. The product is [Cl:8][C:5]1[CH:6]=[CH:7][C:2]([B:21]2[O:25][C:24]([CH3:27])([CH3:26])[C:23]([CH3:29])([CH3:28])[O:22]2)=[CH:3][C:4]=1[CH:9]([F:11])[CH3:10]. The yield is 0.507. (2) The reactants are [CH2:1]([N:3]([CH2:6][C@@H:7]1[CH2:12][O:11][CH2:10][CH2:9][N:8]1C(OC(C)(C)C)=O)[CH2:4][CH3:5])[CH3:2].C(O)(C(F)(F)F)=O.C(Cl)[Cl:28]. No catalyst specified. The yield is 0.580. The product is [ClH:28].[CH2:1]([N:3]([CH2:6][C@@H:7]1[CH2:12][O:11][CH2:10][CH2:9][NH:8]1)[CH2:4][CH3:5])[CH3:2].